The task is: Predict the reaction yield, written as a fraction of the theoretical maximum amount of product (1.0 means a 100% yield; for example, 0.34 means a 34% yield).. This data is from Reaction yield outcomes from USPTO patents with 853,638 reactions. (1) The reactants are C[N:2](C)[CH:3]=[CH:4][C:5]([C:7]1[C:12](=[O:13])[CH:11]=[CH:10][N:9]([C:14]2[CH:19]=[CH:18][C:17]([F:20])=[CH:16][CH:15]=2)[N:8]=1)=O.[C:22]1([NH:28]N)[CH:27]=[CH:26][CH:25]=[CH:24][CH:23]=1. The catalyst is CO. The product is [F:20][C:17]1[CH:18]=[CH:19][C:14]([N:9]2[CH:10]=[CH:11][C:12](=[O:13])[C:7]([C:5]3[N:28]([C:22]4[CH:27]=[CH:26][CH:25]=[CH:24][CH:23]=4)[N:2]=[CH:3][CH:4]=3)=[N:8]2)=[CH:15][CH:16]=1. The yield is 0.270. (2) The reactants are C([N:8](CC1C=CC=CC=1)[CH:9]1[CH2:13][CH:12]([C:14]([O:16][CH2:17][CH3:18])=[O:15])[CH:11]([CH3:19])[CH2:10]1)C1C=CC=CC=1. The catalyst is CCO. The product is [NH2:8][CH:9]1[CH2:13][CH:12]([C:14]([O:16][CH2:17][CH3:18])=[O:15])[CH:11]([CH3:19])[CH2:10]1. The yield is 0.960. (3) The reactants are [Cl:1][C:2]1[C:3]([O:14][CH:15]2[CH2:20][CH2:19][CH:18]([CH3:21])[CH2:17][CH2:16]2)=[CH:4][CH:5]=[C:6]2[C:11]=1[CH:10]=[C:9]([CH:12]=[O:13])[CH:8]=[CH:7]2.O1CCCC1.[AlH4-].[Li+]. The catalyst is CCOC(C)=O. The product is [Cl:1][C:2]1[C:3]([O:14][CH:15]2[CH2:20][CH2:19][CH:18]([CH3:21])[CH2:17][CH2:16]2)=[CH:4][CH:5]=[C:6]2[C:11]=1[CH:10]=[C:9]([CH2:12][OH:13])[CH:8]=[CH:7]2. The yield is 0.800. (4) The reactants are I([O-])(=O)(=O)=O.[Na+].[CH3:7][C:8]1[C:9]([C:30]([NH2:32])=[O:31])=[N:10][C:11]([C:15]2[CH:20]=[CH:19][C:18]([B:21]3[O:25]C(C)(C)C(C)(C)[O:22]3)=[CH:17][CH:16]=2)=[C:12]([CH3:14])[N:13]=1.Cl. The catalyst is C1COCC1.O. The product is [C:30]([C:9]1[N:10]=[C:11]([C:15]2[CH:16]=[CH:17][C:18]([B:21]([OH:25])[OH:22])=[CH:19][CH:20]=2)[C:12]([CH3:14])=[N:13][C:8]=1[CH3:7])(=[O:31])[NH2:32]. The yield is 0.860. (5) The reactants are Br[C:2]1[C:12]2[O:11][CH2:10][CH2:9][N:8]([C:13]([O:15][C:16]([CH3:19])([CH3:18])[CH3:17])=[O:14])[CH2:7][C:6]=2[CH:5]=[CH:4][CH:3]=1.[N:20]1[CH:25]=[CH:24][C:23](B(O)O)=[CH:22][CH:21]=1.O. The yield is 0.553. The product is [N:20]1[CH:25]=[CH:24][C:23]([C:2]2[C:12]3[O:11][CH2:10][CH2:9][N:8]([C:13]([O:15][C:16]([CH3:19])([CH3:18])[CH3:17])=[O:14])[CH2:7][C:6]=3[CH:5]=[CH:4][CH:3]=2)=[CH:22][CH:21]=1. The catalyst is C(O)C.C(=O)([O-])[O-].[Na+].[Na+].C1(C)C=CC=CC=1.C1C=CC([P]([Pd]([P](C2C=CC=CC=2)(C2C=CC=CC=2)C2C=CC=CC=2)([P](C2C=CC=CC=2)(C2C=CC=CC=2)C2C=CC=CC=2)[P](C2C=CC=CC=2)(C2C=CC=CC=2)C2C=CC=CC=2)(C2C=CC=CC=2)C2C=CC=CC=2)=CC=1.